From a dataset of Forward reaction prediction with 1.9M reactions from USPTO patents (1976-2016). Predict the product of the given reaction. (1) Given the reactants [CH3:1][CH:2]1[C:11]2[C:6](=[CH:7][CH:8]=[CH:9][CH:10]=2)[C:5](=O)[CH2:4][CH2:3]1.Cl.[NH2:14][OH:15].C([O-])(=O)C.[Na+].C(O)C.O, predict the reaction product. The product is: [CH3:1][CH:2]1[C:11]2[C:6](=[CH:7][CH:8]=[CH:9][CH:10]=2)[C:5](=[N:14][OH:15])[CH2:4][CH2:3]1. (2) Given the reactants [OH:1][C:2]1[CH:3]=[C:4]([C:8]2[CH:13]=[CH:12][C:11]([C:14]([NH2:16])=[O:15])=[CH:10][CH:9]=2)[CH:5]=[CH:6][CH:7]=1.[Br:17][CH2:18][CH2:19][Cl:20].C(=O)([O-])[O-].[K+].[K+], predict the reaction product. The product is: [Cl:20][CH2:19][CH2:18][O:1][C:2]1[CH:3]=[C:4]([C:8]2[CH:13]=[CH:12][C:11]([C:14]([NH2:16])=[O:15])=[CH:10][CH:9]=2)[CH:5]=[CH:6][CH:7]=1.[Br:17][CH2:18][CH2:19][O:1][C:2]1[CH:3]=[C:4]([C:8]2[CH:13]=[CH:12][C:11]([C:14]([NH2:16])=[O:15])=[CH:10][CH:9]=2)[CH:5]=[CH:6][CH:7]=1. (3) Given the reactants [Br:1][C:2]1[CH:7]=[CH:6][C:5]([NH:8][NH:9][C:10](=[O:15])[CH:11]=[CH:12]OC)=[CH:4][CH:3]=1.Cl, predict the reaction product. The product is: [Br:1][C:2]1[CH:7]=[CH:6][C:5]([N:8]2[CH:12]=[CH:11][C:10]([OH:15])=[N:9]2)=[CH:4][CH:3]=1. (4) Given the reactants [CH2:1]([O:8][C:9]1[CH:10]=[C:11]([CH:22]=[CH:23][C:24]=1[CH3:25])[C:12]([O:14]CC1C=CC=CC=1)=[O:13])[C:2]1[CH:7]=[CH:6][CH:5]=[CH:4][CH:3]=1.[OH-].[Na+], predict the reaction product. The product is: [CH2:1]([O:8][C:9]1[CH:10]=[C:11]([CH:22]=[CH:23][C:24]=1[CH3:25])[C:12]([OH:14])=[O:13])[C:2]1[CH:3]=[CH:4][CH:5]=[CH:6][CH:7]=1.